This data is from Forward reaction prediction with 1.9M reactions from USPTO patents (1976-2016). The task is: Predict the product of the given reaction. (1) Given the reactants [C:1]1([C@H:7](NC[C@@H](CCC)CC(O)=O)[CH3:8])[CH:6]=[CH:5][CH:4]=[CH:3][CH:2]=1.C([O:22][CH2:23][CH3:24])(=O)C.Cl, predict the reaction product. The product is: [CH:1]1[CH:6]=[C:5]2[CH:4]=[CH:24][C:23]([OH:22])=[C:7]([C:1]3[C:2]4[C:3](=[CH:8][CH:7]=[CH:23][CH:24]=4)[CH:4]=[CH:5][C:6]=3[OH:22])[C:8]2=[CH:3][CH:2]=1. (2) Given the reactants [Br:1][C:2]1[C:3]([O:18][CH3:19])=[C:4]2[C:8](=[C:9]([F:11])[CH:10]=1)[NH:7][CH:6]=[C:5]2[CH2:12][C:13]([N:15]([CH3:17])[CH3:16])=[O:14].[OH-].[K+].[CH3:22]I, predict the reaction product. The product is: [Br:1][C:2]1[C:3]([O:18][CH3:19])=[C:4]2[C:8](=[C:9]([F:11])[CH:10]=1)[N:7]([CH3:22])[CH:6]=[C:5]2[CH2:12][C:13]([N:15]([CH3:17])[CH3:16])=[O:14]. (3) The product is: [Cl:13][C:10]1[CH:11]=[CH:12][C:7](/[CH:6]=[CH:5]/[C:4]([OH:15])=[O:3])=[CH:8][C:9]=1[OH:14]. Given the reactants C([O:3][C:4](=[O:15])/[CH:5]=[CH:6]/[C:7]1[CH:12]=[CH:11][C:10]([Cl:13])=[C:9]([OH:14])[CH:8]=1)C, predict the reaction product. (4) Given the reactants [H-].[Na+].Cl[C:4]1[N:5]([CH3:16])[C:6]2[C:11]([C:12]=1[C:13](=[O:15])[CH3:14])=[CH:10][CH:9]=[CH:8][CH:7]=2.[C:17]1([OH:23])[CH:22]=[CH:21][CH:20]=[CH:19][CH:18]=1, predict the reaction product. The product is: [CH3:16][N:5]1[C:6]2[C:11](=[CH:10][CH:9]=[CH:8][CH:7]=2)[C:12]([C:13](=[O:15])[CH3:14])=[C:4]1[O:23][C:17]1[CH:22]=[CH:21][CH:20]=[CH:19][CH:18]=1. (5) Given the reactants [CH:1]1([N:6]2[C:15]3[N:14]=[C:13]([NH2:16])[N:12]=[CH:11][C:10]=3[N:9]3[CH:17]=[N:18][N:19]=[C:8]3[C@H:7]2[CH2:20][CH3:21])[CH2:5][CH2:4][CH2:3][CH2:2]1.[H-].[Na+].ClC(OC)=O.[Cl-].[NH4+:30], predict the reaction product. The product is: [CH:1]1([N:6]2[C:15]3[N:14]=[C:13]([NH:16][C:2]4[CH:3]=[N:30][CH:4]=[CH:5][CH:1]=4)[N:12]=[CH:11][C:10]=3[N:9]3[CH:17]=[N:18][N:19]=[C:8]3[C@H:7]2[CH2:20][CH3:21])[CH2:2][CH2:3][CH2:4][CH2:5]1. (6) Given the reactants [N:1]1[C:10]2[C:5](=[CH:6][CH:7]=[CH:8][CH:9]=2)[N:4]=[CH:3][C:2]=1[C:11](Cl)=[O:12].[C:14]1([C@H:20]([CH3:23])[CH2:21][NH2:22])[CH:19]=[CH:18][CH:17]=[CH:16][CH:15]=1.N1C=CC=CC=1, predict the reaction product. The product is: [C:14]1([C@H:20]([CH3:23])[CH2:21][NH:22][C:11]([C:2]2[CH:3]=[N:4][C:5]3[C:10](=[CH:9][CH:8]=[CH:7][CH:6]=3)[N:1]=2)=[O:12])[CH:19]=[CH:18][CH:17]=[CH:16][CH:15]=1.